Task: Predict the reactants needed to synthesize the given product.. Dataset: Full USPTO retrosynthesis dataset with 1.9M reactions from patents (1976-2016) (1) The reactants are: [Br:1][C:2]1[CH:7]=[CH:6][C:5]([Cl:8])=[CH:4][C:3]=1[C:9]1[C:10]2[C:18](=[O:19])[CH2:17][CH2:16][C:11]=2[NH:12][C:13](=[O:15])[CH:14]=1.Br[CH2:21][C:22]([O:24][C:25]([CH3:28])([CH3:27])[CH3:26])=[O:23].C(=O)([O-])[O-].[K+].[K+]. Given the product [Br:1][C:2]1[CH:7]=[CH:6][C:5]([Cl:8])=[CH:4][C:3]=1[C:9]1[C:10]2[C:18](=[O:19])[CH2:17][CH2:16][C:11]=2[N:12]([CH2:21][C:22]([O:24][C:25]([CH3:28])([CH3:27])[CH3:26])=[O:23])[C:13](=[O:15])[CH:14]=1, predict the reactants needed to synthesize it. (2) Given the product [C:20]([NH:19][C:16]1[CH:17]=[C:18]2[C:13]([CH2:12][CH2:11][C:10]3[N:9]2[C:8]([C:27]2[S:28][CH:29]=[CH:30][CH:31]=2)=[N:7][C:6]=3[C:4]([OH:5])=[O:3])=[CH:14][C:15]=1[O:25][CH3:26])(=[O:24])[CH:21]([CH3:23])[CH3:22], predict the reactants needed to synthesize it. The reactants are: C([O:3][C:4]([C:6]1[N:7]=[C:8]([C:27]2[S:28][CH:29]=[CH:30][CH:31]=2)[N:9]2[C:18]3[C:13](=[CH:14][C:15]([O:25][CH3:26])=[C:16]([NH:19][C:20](=[O:24])[CH:21]([CH3:23])[CH3:22])[CH:17]=3)[CH2:12][CH2:11][C:10]=12)=[O:5])C.O.[OH-].[K+]. (3) Given the product [Cl:1][C:2]1[CH:7]=[CH:6][C:5]([N:8]2[CH2:12][CH2:11][S:10]/[C:9]/2=[N:13]\[C:15]([N:17]2[CH:21]=[CH:20][N:19]=[CH:18]2)=[O:16])=[CH:4][CH:3]=1, predict the reactants needed to synthesize it. The reactants are: [Cl:1][C:2]1[CH:7]=[CH:6][C:5]([N:8]2[CH2:12][CH2:11][S:10]/[C:9]/2=[N:13]\[H])=[CH:4][CH:3]=1.[C:15](N1C=CN=C1)([N:17]1[CH:21]=[CH:20][N:19]=[CH:18]1)=[O:16]. (4) The reactants are: C(OC([N:8]1[C:12]2=[N:13][CH:14]=[C:15]([Br:17])[CH:16]=[C:11]2[C:10]([CH2:18]Br)=[N:9]1)=O)(C)(C)C.C[N:21](C)C=O.[N-]=[N+]=[N-].[Na+].C1(P(C2C=CC=CC=2)C2C=CC=CC=2)C=CC=CC=1. Given the product [Br:17][C:15]1[CH:16]=[C:11]2[C:10]([CH2:18][NH2:21])=[N:9][NH:8][C:12]2=[N:13][CH:14]=1, predict the reactants needed to synthesize it. (5) Given the product [Cl:1][C:2]1[CH:3]=[CH:4][C:5]([CH3:11])=[C:6]([CH:10]=1)[C:7]([O:9][CH3:16])=[O:8], predict the reactants needed to synthesize it. The reactants are: [Cl:1][C:2]1[CH:3]=[CH:4][C:5]([CH3:11])=[C:6]([CH:10]=1)[C:7]([OH:9])=[O:8].S(Cl)(Cl)=O.[CH3:16]O. (6) Given the product [Cl:1][C:2]1[CH:9]=[CH:8][CH:7]=[C:6]([OH:11])[C:3]=1[CH:4]=[O:5], predict the reactants needed to synthesize it. The reactants are: [Cl:1][C:2]1[CH:9]=[CH:8][CH:7]=[C:6](F)[C:3]=1[CH:4]=[O:5].[OH-:11].[K+].Cl.